This data is from Full USPTO retrosynthesis dataset with 1.9M reactions from patents (1976-2016). The task is: Predict the reactants needed to synthesize the given product. (1) Given the product [CH2:21]([CH:18]([N:13]1[C:12]([C:33]2[CH:34]=[CH:35][S:31][CH:32]=2)=[C:11]2[C:15]([CH2:16][CH2:17][NH:8][CH2:9][CH2:10]2)=[N:14]1)[CH2:19][CH3:20])[CH3:22], predict the reactants needed to synthesize it. The reactants are: C(OC([N:8]1[CH2:17][CH2:16][C:15]2[C:11](=[C:12](OS(C(F)(F)F)(=O)=O)[N:13]([CH:18]([CH2:21][CH3:22])[CH2:19][CH3:20])[N:14]=2)[CH2:10][CH2:9]1)=O)(C)(C)C.[S:31]1[CH:35]=[CH:34][C:33](B(O)O)=[CH:32]1. (2) Given the product [CH2:14]([N:9]1[CH:10]=[C:11]([CH3:12])[C@H:5]2[CH2:4][CH2:3][C@H:2]([CH3:1])[C@H:6]2[C:7]1=[O:8])[CH2:15][CH2:16][CH2:17][CH3:18], predict the reactants needed to synthesize it. The reactants are: [CH3:1][CH:2]1[CH:6]2[C:7]([NH:9][CH:10]=[C:11]([CH3:12])[CH:5]2[CH2:4][CH2:3]1)=[O:8].I[CH2:14][CH2:15][CH2:16][CH2:17][CH3:18]. (3) Given the product [Cl:1][C:2]1[CH:3]=[CH:4][CH:5]=[C:6]2[C:10]=1[N:9]([CH2:42][C@H:34]1[CH2:35][CH2:25][CH2:32][O:33]1)[C:8](=[O:11])[C:7]12[CH2:15][O:14][C:13]2[CH:16]=[C:17]3[C:21](=[CH:22][C:12]1=2)[CH2:20][CH2:19][O:18]3, predict the reactants needed to synthesize it. The reactants are: [Cl:1][C:2]1[CH:3]=[CH:4][CH:5]=[C:6]2[C:10]=1[NH:9][C:8](=[O:11])[C:7]12[CH2:15][O:14][C:13]2[CH:16]=[C:17]3[C:21](=[CH:22][C:12]1=2)[CH2:20][CH2:19][O:18]3.N1C2C(=CC=CC=2)[C:25]2([C:35]3=CC4OCOC=4[CH:42]=[C:34]3[O:33][CH2:32]2)C1=O.CC1C=CC(S(OC[C@H]2CCCO2)(=O)=O)=CC=1.CC1C=CC(S(OC[C@H]2COCCO2)(=O)=O)=CC=1. (4) Given the product [CH3:25][O:24][C:19]1[CH:20]=[CH:21][CH:22]=[CH:23][C:18]=1[C@H:7]([C:8]1[C:13]2[C:12](=[CH:17][CH:16]=[CH:15][CH:14]=2)[CH:11]=[CH:10][CH:9]=1)[C@:3]([CH3:26])([C:4]([N:38]1[CH2:37][CH2:36][N:35]([CH2:34][CH2:33][N:30]2[CH2:29][CH2:28][O:27][CH2:32][CH2:31]2)[CH2:40][CH2:39]1)=[O:6])[C:1]#[N:2], predict the reactants needed to synthesize it. The reactants are: [C:1]([C@:3]([CH3:26])([C@H:7]([C:18]1[CH:23]=[CH:22][CH:21]=[CH:20][C:19]=1[O:24][CH3:25])[C:8]1[C:17]2[C:12](=[CH:13][CH:14]=[CH:15][CH:16]=2)[CH:11]=[CH:10][CH:9]=1)[C:4]([OH:6])=O)#[N:2].[O:27]1[CH2:32][CH2:31][N:30]([CH2:33][CH2:34][N:35]2[CH2:40][CH2:39][NH:38][CH2:37][CH2:36]2)[CH2:29][CH2:28]1. (5) Given the product [C:1]([O:5][C:6]([NH:8][CH2:9][C@H:10]1[CH2:15][CH2:14][C@H:13]([C:16]([NH:18][C@@H:19]([CH2:20][C:21]2[CH:26]=[CH:25][C:24]([C:27]3[CH:32]=[CH:31][C:30]([C:33](=[O:34])[NH:44][CH:41]([CH3:43])[CH3:42])=[CH:29][C:28]=3[Cl:36])=[CH:23][CH:22]=2)[C:37]([O:39][CH3:40])=[O:38])=[O:17])[CH2:12][CH2:11]1)=[O:7])([CH3:2])([CH3:3])[CH3:4], predict the reactants needed to synthesize it. The reactants are: [C:1]([O:5][C:6]([NH:8][CH2:9][C@H:10]1[CH2:15][CH2:14][C@H:13]([C:16]([NH:18][C@H:19]([C:37]([O:39][CH3:40])=[O:38])[CH2:20][C:21]2[CH:26]=[CH:25][C:24]([C:27]3[CH:32]=[CH:31][C:30]([C:33](O)=[O:34])=[CH:29][C:28]=3[Cl:36])=[CH:23][CH:22]=2)=[O:17])[CH2:12][CH2:11]1)=[O:7])([CH3:4])([CH3:3])[CH3:2].[CH:41]([NH2:44])([CH3:43])[CH3:42].C(N(CC)C(C)C)(C)C.F[P-](F)(F)(F)(F)F.CN(C(ON1C2=NC=CC=C2N=N1)=[N+](C)C)C. (6) Given the product [CH3:1][O:2][C:3]([CH:4]1[CH2:5][O:6][C:18]([CH3:20])([CH3:19])[N:7]1[C:8]([O:10][C:11]([CH3:12])([CH3:14])[CH3:13])=[O:9])=[O:15], predict the reactants needed to synthesize it. The reactants are: [CH3:1][O:2][C:3](=[O:15])[CH:4]([NH:7][C:8]([O:10][C:11]([CH3:14])([CH3:13])[CH3:12])=[O:9])[CH2:5][OH:6].CO[C:18](OC)([CH3:20])[CH3:19].O.C1(C)C=CC(S(O)(=O)=O)=CC=1.